Dataset: Forward reaction prediction with 1.9M reactions from USPTO patents (1976-2016). Task: Predict the product of the given reaction. Given the reactants [NH2:1][C:2]1[CH:7]=[C:6]([F:8])[C:5]([F:9])=[CH:4][C:3]=1[NH2:10].[CH2:11]([O:13][C:14](=O)[CH:15]=[C:16](OCC)[O:17]CC)[CH3:12], predict the reaction product. The product is: [CH2:11]([O:13][C:14]1[CH2:15][C:16](=[O:17])[NH:10][C:3]2[CH:4]=[C:5]([F:9])[C:6]([F:8])=[CH:7][C:2]=2[N:1]=1)[CH3:12].